Dataset: Forward reaction prediction with 1.9M reactions from USPTO patents (1976-2016). Task: Predict the product of the given reaction. (1) Given the reactants [CH2:1]([NH:3][C:4]([NH:6][C:7]1[CH:12]=[CH:11][C:10]([C:13]2[N:14]=[C:15]([N:23]3[CH2:28][CH2:27][O:26][CH2:25][CH2:24]3)[C:16]3[CH2:22][CH2:21][NH:20][CH2:19][C:17]=3[N:18]=2)=[CH:9][CH:8]=1)=[O:5])[CH3:2].[CH3:29]N(C)C=O.C(N(CC)C(C)C)(C)C.[CH3:43][C:44]([CH3:49])([CH3:48])[C:45](Cl)=[O:46], predict the reaction product. The product is: [CH2:1]([NH:3][C:4]([NH:6][C:7]1[CH:8]=[CH:9][C:10]([C:13]2[N:14]=[C:15]([N:23]3[CH2:24][CH2:25][O:26][CH2:27][CH2:28]3)[C:16]3[CH2:22][CH2:21][N:20]([C:45](=[O:46])[C:44]([CH3:49])([CH3:48])[CH3:43])[CH2:19][C:17]=3[N:18]=2)=[CH:11][C:12]=1[CH3:29])=[O:5])[CH3:2]. (2) Given the reactants [CH3:1][O:2][CH2:3][CH2:4][CH2:5][NH2:6].[NH:7]1[C:15]2[C:10](=[CH:11][C:12]([NH:16][C:17]3[C:18]4[S:25][C:24]([C:26]5[CH:33]=[CH:32][C:29]([CH:30]=O)=[CH:28][CH:27]=5)=[CH:23][C:19]=4[N:20]=[CH:21][N:22]=3)=[CH:13][CH:14]=2)[CH:9]=[CH:8]1, predict the reaction product. The product is: [NH:7]1[C:15]2[C:10](=[CH:11][C:12]([NH:16][C:17]3[C:18]4[S:25][C:24]([C:26]5[CH:33]=[CH:32][C:29]([CH2:30][NH:6][CH2:5][CH2:4][CH2:3][O:2][CH3:1])=[CH:28][CH:27]=5)=[CH:23][C:19]=4[N:20]=[CH:21][N:22]=3)=[CH:13][CH:14]=2)[CH:9]=[CH:8]1. (3) Given the reactants [CH2:1]([N:3]1[CH:7]=[C:6]([C:8]2[CH:9]=[C:10]([CH:12]=[CH:13][CH:14]=2)[NH2:11])[C:5]([C:15]2[CH:20]=[CH:19][N:18]=[CH:17][CH:16]=2)=[N:4]1)[CH3:2].[I:21][C:22]1[CH:27]=[CH:26][C:25]([N:28]=[C:29]=[O:30])=[CH:24][CH:23]=1, predict the reaction product. The product is: [CH2:1]([N:3]1[CH:7]=[C:6]([C:8]2[CH:9]=[C:10]([NH:11][C:29]([NH:28][C:25]3[CH:26]=[CH:27][C:22]([I:21])=[CH:23][CH:24]=3)=[O:30])[CH:12]=[CH:13][CH:14]=2)[C:5]([C:15]2[CH:16]=[CH:17][N:18]=[CH:19][CH:20]=2)=[N:4]1)[CH3:2]. (4) Given the reactants C(OC([N:8]1[CH2:11][CH:10]([C:12]2[CH:17]=[CH:16][CH:15]=[CH:14][CH:13]=2)[CH2:9]1)=O)(C)(C)C.[ClH:18], predict the reaction product. The product is: [ClH:18].[C:12]1([CH:10]2[CH2:11][NH:8][CH2:9]2)[CH:17]=[CH:16][CH:15]=[CH:14][CH:13]=1. (5) Given the reactants [N+:1]([C:4]1[CH:13]=[C:12]2[C:7]([CH2:8][CH2:9][CH2:10][N:11]2[C:14](=[O:16])[CH3:15])=[CH:6][CH:5]=1)([O-])=O, predict the reaction product. The product is: [NH2:1][C:4]1[CH:13]=[C:12]2[C:7]([CH2:8][CH2:9][CH2:10][N:11]2[C:14](=[O:16])[CH3:15])=[CH:6][CH:5]=1. (6) Given the reactants [S:1]1[C:5]2[CH:6]=[CH:7][CH:8]=[CH:9][C:4]=2[C:3]([NH:10][CH2:11][CH2:12][CH2:13][NH2:14])=[N:2]1.C(N(C(C)C)CC)(C)C.[Cl:24][C:25]1[CH:33]=[CH:32][C:28]([C:29](Cl)=[O:30])=[CH:27][CH:26]=1, predict the reaction product. The product is: [S:1]1[C:5]2[CH:6]=[CH:7][CH:8]=[CH:9][C:4]=2[C:3]([NH:10][CH2:11][CH2:12][CH2:13][NH:14][C:29](=[O:30])[C:28]2[CH:32]=[CH:33][C:25]([Cl:24])=[CH:26][CH:27]=2)=[N:2]1.